From a dataset of Tyrosyl-DNA phosphodiesterase HTS with 341,365 compounds. Binary Classification. Given a drug SMILES string, predict its activity (active/inactive) in a high-throughput screening assay against a specified biological target. (1) The molecule is s1c(c(c2c1cc(O)cc2)C(=O)c1ccc(OCCN2CCCCC2)cc1)c1ccc(O)cc1. The result is 0 (inactive). (2) The molecule is S=C(NC1C2CC(C1)CC2)N(CC1Oc2c(OC1)cccc2)CC. The result is 0 (inactive). (3) The molecule is O(c1cc2c(nc(N3CCCCC3)c(c2)C#N)cc1)C. The result is 1 (active).